Dataset: Full USPTO retrosynthesis dataset with 1.9M reactions from patents (1976-2016). Task: Predict the reactants needed to synthesize the given product. Given the product [Cl:17][C:18]1[N:23]=[CH:22][C:21]([N:3]2[CH:4]=[C:5]([C:7]#[C:8][C:9]3[CH:14]=[CH:13][N:12]=[C:11]([C:15]#[N:16])[CH:10]=3)[N:6]=[C:2]2[CH3:1])=[CH:20][CH:19]=1, predict the reactants needed to synthesize it. The reactants are: [CH3:1][C:2]1[NH:3][CH:4]=[C:5]([C:7]#[C:8][C:9]2[CH:14]=[CH:13][N:12]=[C:11]([C:15]#[N:16])[CH:10]=2)[N:6]=1.[Cl:17][C:18]1[N:23]=[CH:22][C:21](B(O)O)=[CH:20][CH:19]=1.